This data is from Forward reaction prediction with 1.9M reactions from USPTO patents (1976-2016). The task is: Predict the product of the given reaction. (1) Given the reactants [CH2:1]1[C@H:5](N2C3N=CN=C(N)C=3N=C2)[O:4][C@H:3]([CH2:16][O:17]P(O)(O)=O)[C@H]1O.C1(C)C=CC(S([O:32][CH3:33])(=O)=O)=CC=1.C1(P([C:48]2[CH:53]=CC=CC=2)C2C=CC=CC=2)C=CC=CC=1.[CH3:65][CH2:64][O:63][C:61](/N=N/[C:61]([O:63][CH2:64][CH3:65])=O)=O.[C:66](NC1N=CN=C2C=1NC=N2)(=[O:73])[C:67]1C=CC=CC=1.C([O-])([O-])=[O:85].[K+].[K+], predict the reaction product. The product is: [CH2:3]1[O:4][CH2:5][CH2:1][O:85][CH2:48][CH2:53][O:32][CH2:33][CH2:61][O:63][CH2:64][CH2:65][O:73][CH2:66][CH2:67][O:17][CH2:16]1. (2) Given the reactants [C:1]([N:5]1[C:9]([C:10]2[CH:15]=[CH:14][CH:13]=[CH:12][CH:11]=2)=[CH:8][C:7]([CH2:16][CH2:17][CH:18]=O)=[N:6]1)([CH3:4])([CH3:3])[CH3:2].[C:20]1([N:26]2[CH2:31][CH2:30][NH:29][CH2:28][CH2:27]2)[CH:25]=[CH:24][CH:23]=[CH:22][CH:21]=1.C(N(C(C)C)CC)(C)C.[BH-](OC(C)=O)(OC(C)=O)OC(C)=O.[Na+], predict the reaction product. The product is: [C:1]([N:5]1[C:9]([C:10]2[CH:15]=[CH:14][CH:13]=[CH:12][CH:11]=2)=[CH:8][C:7]([CH2:16][CH2:17][CH2:18][N:29]2[CH2:30][CH2:31][N:26]([C:20]3[CH:25]=[CH:24][CH:23]=[CH:22][CH:21]=3)[CH2:27][CH2:28]2)=[N:6]1)([CH3:4])([CH3:3])[CH3:2]. (3) Given the reactants Cl[C:2]1[CH:7]=[C:6]([Cl:8])[N:5]=[CH:4][C:3]=1[CH:9]=O.[NH2:11][NH2:12].C(N(CC)C(C)C)(C)C, predict the reaction product. The product is: [Cl:8][C:6]1[N:5]=[CH:4][C:3]2[CH:9]=[N:11][NH:12][C:2]=2[CH:7]=1. (4) Given the reactants [F:1][C:2]1[CH:7]=[CH:6][C:5]([C:8]2[C:20]([C:21](=O)[CH:22]=[CH:23]N(C)C)=[C:11]3[CH:12]=[CH:13][C:14]([C:16]([F:19])([F:18])[F:17])=[CH:15][N:10]3[N:9]=2)=[CH:4][CH:3]=1.Cl.[NH2:29][C:30]([NH2:32])=[NH2+:31].[O-]CC.[Na+].NC(N)=N, predict the reaction product. The product is: [F:1][C:2]1[CH:3]=[CH:4][C:5]([C:8]2[C:20]([C:21]3[CH:22]=[CH:23][N:29]=[C:30]([NH2:32])[N:31]=3)=[C:11]3[CH:12]=[CH:13][C:14]([C:16]([F:17])([F:19])[F:18])=[CH:15][N:10]3[N:9]=2)=[CH:6][CH:7]=1. (5) Given the reactants [CH2:1]([NH:3][C:4]1[S:5][C@H:6]2[O:12][C@H:11]([C:13]([OH:15])=O)[C@@H:10]([OH:16])[C@H:9]([OH:17])[C@H:7]2[N:8]=1)[CH3:2].ON1C2C=CC=CC=2N=N1.Cl.CN(C)CCCN=C=NCC.[CH:40]1[CH:45]=[CH:44][C:43]([C:46]2[CH:51]=[CH:50][C:49]([CH2:52][CH2:53][NH2:54])=[CH:48][CH:47]=2)=[CH:42][CH:41]=1, predict the reaction product. The product is: [C:46]1([C:43]2[CH:42]=[CH:41][CH:40]=[CH:45][CH:44]=2)[CH:47]=[CH:48][C:49]([CH2:52][CH2:53][NH:54][C:13]([CH:11]2[O:12][CH:6]3[CH:7]([N:8]=[C:4]([NH:3][CH2:1][CH3:2])[S:5]3)[CH:9]([OH:17])[CH:10]2[OH:16])=[O:15])=[CH:50][CH:51]=1.